The task is: Predict the reactants needed to synthesize the given product.. This data is from Full USPTO retrosynthesis dataset with 1.9M reactions from patents (1976-2016). (1) Given the product [Cl:1][C:2]1[CH:7]=[CH:6][C:5]([S:8]([N:11]([CH2:22][C:23]2[CH:24]=[C:25]([CH:30]=[CH:31][CH:32]=2)[C:26]([O:28][CH3:29])=[O:27])[C@H:12]([C:15]2[CH:16]=[CH:17][CH:18]=[CH:19][CH:20]=2)[CH2:13][CH3:14])(=[O:10])=[O:9])=[CH:4][CH:3]=1, predict the reactants needed to synthesize it. The reactants are: [Cl:1][C:2]1[CH:7]=[CH:6][C:5]([S:8]([NH:11][C@H:12]([C:15]2[CH:20]=[CH:19][CH:18]=[CH:17][CH:16]=2)[CH2:13][CH3:14])(=[O:10])=[O:9])=[CH:4][CH:3]=1.Br[CH2:22][C:23]1[CH:24]=[C:25]([CH:30]=[CH:31][CH:32]=1)[C:26]([O:28][CH3:29])=[O:27].C([O-])([O-])=O.[Cs+].[Cs+].O. (2) The reactants are: [OH:1][CH:2]([CH2:27][CH3:28])[CH2:3][NH:4][C:5]([C:7]1[C:11]([NH:12][C:13]([C:15]2[CH:20]=[CH:19][CH:18]=[CH:17][N:16]=2)=[O:14])=[CH:10][N:9](C2CCCCO2)[N:8]=1)=[O:6].O.C1(C)C=CC(S(O)(=O)=O)=CC=1.C(=O)([O-])O.[Na+]. Given the product [OH:1][CH:2]([CH2:27][CH3:28])[CH2:3][NH:4][C:5]([C:7]1[C:11]([NH:12][C:13]([C:15]2[CH:20]=[CH:19][CH:18]=[CH:17][N:16]=2)=[O:14])=[CH:10][NH:9][N:8]=1)=[O:6], predict the reactants needed to synthesize it. (3) Given the product [CH2:1]([C:4]1[CH:13]=[CH:12][C:7]([C:17]([OH:16])([CH3:18])[CH3:22])=[CH:6][CH:5]=1)[CH:2]=[CH2:3], predict the reactants needed to synthesize it. The reactants are: [CH2:1]([C:4]1[CH:13]=[CH:12][C:7](C(OC)=O)=[CH:6][CH:5]=1)[CH:2]=[CH2:3].C([O:16][CH2:17][CH3:18])C.[Cl-].[NH4+].O1CCC[CH2:22]1. (4) Given the product [CH3:1][O:2][C:3]1[CH:8]=[C:7]([N+:15]([O-:17])=[O:16])[C:6]([O:9][CH3:10])=[CH:5][C:4]=1[CH2:11][C:12]([OH:14])=[O:13], predict the reactants needed to synthesize it. The reactants are: [CH3:1][O:2][C:3]1[CH:8]=[CH:7][C:6]([O:9][CH3:10])=[CH:5][C:4]=1[CH2:11][C:12]([OH:14])=[O:13].[N+:15]([O-])([OH:17])=[O:16]. (5) The reactants are: P(Cl)(Cl)(Cl)=O.[NH:6]1[C:14]2[C:9](=[CH:10][CH:11]=[CH:12][C:13]=2[C:15]([O:17][CH3:18])=[O:16])[CH:8]=[CH:7]1.O.[OH-].[Na+].CN([CH:25]=[O:26])C. Given the product [CH:25]([C:8]1[C:9]2[C:14](=[C:13]([C:15]([O:17][CH3:18])=[O:16])[CH:12]=[CH:11][CH:10]=2)[NH:6][CH:7]=1)=[O:26], predict the reactants needed to synthesize it.